This data is from NCI-60 drug combinations with 297,098 pairs across 59 cell lines. The task is: Regression. Given two drug SMILES strings and cell line genomic features, predict the synergy score measuring deviation from expected non-interaction effect. Drug 1: CCC1=CC2CC(C3=C(CN(C2)C1)C4=CC=CC=C4N3)(C5=C(C=C6C(=C5)C78CCN9C7C(C=CC9)(C(C(C8N6C)(C(=O)OC)O)OC(=O)C)CC)OC)C(=O)OC.C(C(C(=O)O)O)(C(=O)O)O. Drug 2: CC12CCC3C(C1CCC2O)C(CC4=C3C=CC(=C4)O)CCCCCCCCCS(=O)CCCC(C(F)(F)F)(F)F. Cell line: MDA-MB-231. Synergy scores: CSS=32.1, Synergy_ZIP=-5.16, Synergy_Bliss=2.40, Synergy_Loewe=-10.8, Synergy_HSA=4.07.